From a dataset of Catalyst prediction with 721,799 reactions and 888 catalyst types from USPTO. Predict which catalyst facilitates the given reaction. (1) Reactant: [CH3:1][C:2]1[CH:6]=[CH:5][O:4][C:3]=1[C:7]([OH:9])=O.OC1C2N=NNC=2C=CC=1.Cl.C(N=C=NCCCN(C)C)C.C(N(CC)C(C)C)(C)C.[CH2:41]([NH2:48])[C:42]1[CH:47]=[CH:46][CH:45]=[CH:44][CH:43]=1. Product: [CH2:41]([NH:48][C:7]([C:3]1[O:4][CH:5]=[CH:6][C:2]=1[CH3:1])=[O:9])[C:42]1[CH:47]=[CH:46][CH:45]=[CH:44][CH:43]=1. The catalyst class is: 42. (2) Reactant: [CH3:1][C:2]1[CH:7]=[CH:6][C:5]([N:8]2[CH2:13][CH2:12][CH2:11][CH2:10][CH2:9]2)=[CH:4][CH:3]=1.CC(C)=O.[Br:18][CH2:19][C:20]1[CH:25]=[CH:24][C:23]([CH3:26])=[CH:22][CH:21]=1. Product: [Br-:18].[CH3:19][C:20]1[CH:25]=[CH:24][C:23]([CH2:26][N+:8]2([C:5]3[CH:4]=[CH:3][C:2]([CH3:1])=[CH:7][CH:6]=3)[CH2:13][CH2:12][CH2:11][CH2:10][CH2:9]2)=[CH:22][CH:21]=1. The catalyst class is: 13.